Dataset: Forward reaction prediction with 1.9M reactions from USPTO patents (1976-2016). Task: Predict the product of the given reaction. (1) Given the reactants [CH2:1]([O:8][C@@H:9]1[C@@H:14]([O:15][CH2:16]C2C=CC=CC=2)[C@H:13]([O:23][CH2:24]C2C=CC=CC=2)[C@@H:12]([CH2:31][O:32][CH2:33]C2C=CC=CC=2)[O:11][C@:10]1([C:41]1[CH:46]=[C:45]([CH2:47][C:48]2[CH:53]=[CH:52][C:51]([CH2:54][CH3:55])=[CH:50][CH:49]=2)[C:44]([Cl:56])=[CH:43][C:42]=1[O:57][CH3:58])O)[C:2]1[CH:7]=[CH:6][CH:5]=[CH:4][CH:3]=1.[CH2:59]([Si](C)(C)C)[CH:60]=[CH2:61], predict the reaction product. The product is: [CH2:59]([C@:10]1([C:41]2[CH:46]=[C:45]([CH2:47][C:48]3[CH:49]=[CH:50][C:51]([CH2:54][CH3:55])=[CH:52][CH:53]=3)[C:44]([Cl:56])=[CH:43][C:42]=2[O:57][CH3:58])[C@H:9]([O:8][CH2:1][C:2]2[CH:3]=[CH:4][CH:5]=[CH:6][CH:7]=2)[C@@H:14]([O:15][CH2:16][C:2]2[CH:7]=[CH:6][CH:5]=[CH:4][CH:3]=2)[C@H:13]([O:23][CH2:24][C:41]2[CH:46]=[CH:45][CH:44]=[CH:43][CH:42]=2)[C@@H:12]([CH2:31][O:32][CH2:33][C:48]2[CH:53]=[CH:52][CH:51]=[CH:50][CH:49]=2)[O:11]1)[CH:60]=[CH2:61]. (2) Given the reactants [OH:1][C:2]1[CH:7]=[CH:6][C:5]([CH2:8][C:9]([O:11][CH3:12])=[O:10])=[CH:4][CH:3]=1.N1C=CN=C1.[CH:18]([Si:21](Cl)([CH:25]([CH3:27])[CH3:26])[CH:22]([CH3:24])[CH3:23])([CH3:20])[CH3:19].O, predict the reaction product. The product is: [CH:18]([Si:21]([CH:25]([CH3:27])[CH3:26])([CH:22]([CH3:24])[CH3:23])[O:1][C:2]1[CH:3]=[CH:4][C:5]([CH2:8][C:9]([O:11][CH3:12])=[O:10])=[CH:6][CH:7]=1)([CH3:20])[CH3:19].